This data is from Forward reaction prediction with 1.9M reactions from USPTO patents (1976-2016). The task is: Predict the product of the given reaction. (1) Given the reactants [CH2:1]([O:8][C:9]1[C:13]([C:14](OCC)=[O:15])=[CH:12][N:11]([CH:19]2[CH2:24][CH2:23][CH2:22][CH2:21][CH2:20]2)[N:10]=1)[C:2]1[CH:7]=[CH:6][CH:5]=[CH:4][CH:3]=1.[H-].[Al+3].[Li+].[H-].[H-].[H-].Cl, predict the reaction product. The product is: [CH2:1]([O:8][C:9]1[C:13]([CH2:14][OH:15])=[CH:12][N:11]([CH:19]2[CH2:24][CH2:23][CH2:22][CH2:21][CH2:20]2)[N:10]=1)[C:2]1[CH:3]=[CH:4][CH:5]=[CH:6][CH:7]=1. (2) Given the reactants [F:1][C:2]1[CH:7]=[C:6]([C:8]([F:11])([F:10])[F:9])[CH:5]=[CH:4][C:3]=1[C:12](Cl)=[O:13].[NH2:15][C:16]1[N:21]=[CH:20][N:19]=[C:18]2[N:22]([CH:34]3[CH2:39][CH2:38][N:37]([C:40]([O:42][C:43]([CH3:46])([CH3:45])[CH3:44])=[O:41])[CH2:36][CH2:35]3)[N:23]=[C:24]([C:25]3[CH:30]=[CH:29][C:28]([NH2:31])=[C:27]([O:32][CH3:33])[CH:26]=3)[C:17]=12, predict the reaction product. The product is: [NH2:15][C:16]1[N:21]=[CH:20][N:19]=[C:18]2[N:22]([CH:34]3[CH2:35][CH2:36][N:37]([C:40]([O:42][C:43]([CH3:46])([CH3:45])[CH3:44])=[O:41])[CH2:38][CH2:39]3)[N:23]=[C:24]([C:25]3[CH:30]=[CH:29][C:28]([NH:31][C:12](=[O:13])[C:3]4[CH:4]=[CH:5][C:6]([C:8]([F:11])([F:10])[F:9])=[CH:7][C:2]=4[F:1])=[C:27]([O:32][CH3:33])[CH:26]=3)[C:17]=12. (3) Given the reactants C[O:2][CH:3]=[CH:4][C:5]1[CH:6]=[C:7]2[C:11](=[C:12]([CH3:14])[CH:13]=1)[NH:10][N:9]=[CH:8]2.Cl(O)(=O)(=O)=O, predict the reaction product. The product is: [CH3:14][C:12]1[CH:13]=[C:5]([CH2:4][CH:3]=[O:2])[CH:6]=[C:7]2[C:11]=1[NH:10][N:9]=[CH:8]2. (4) The product is: [F:21][C:2]([F:1])([F:20])[C:3]1[CH:8]=[CH:7][N:6]=[C:5]([CH2:9][C:10]([O:12][CH3:13])=[O:11])[CH:4]=1. Given the reactants [F:1][C:2]([F:21])([F:20])[C:3]1[CH:8]=[CH:7][N:6]=[C:5]([CH:9](C(OCC)=O)[C:10]([O:12][CH2:13]C)=[O:11])[CH:4]=1.C[O-].[Na+].Cl, predict the reaction product. (5) The product is: [NH2:30][C:26]1[CH:25]=[C:24]2[C:29](=[CH:28][CH:27]=1)[C:20]([O:19][CH2:18][CH2:17][CH2:16][C:7]1[C:6]3[C:10](=[C:2]([Br:1])[CH:3]=[CH:4][CH:5]=3)[NH:9][C:8]=1[C:11]([O:13][CH2:14][CH3:15])=[O:12])=[CH:21][CH:22]=[CH:23]2. Given the reactants [Br:1][C:2]1[CH:3]=[CH:4][CH:5]=[C:6]2[C:10]=1[NH:9][C:8]([C:11]([O:13][CH2:14][CH3:15])=[O:12])=[C:7]2[CH2:16][CH2:17][CH2:18][O:19][C:20]1[C:29]2[C:24](=[CH:25][CH:26]=[CH:27][CH:28]=2)[CH:23]=[CH:22][CH:21]=1.[NH2:30]C1C=C2C(=CC=1)C(O)=CC=C2.C1(P(C2C=CC=CC=2)C2C=CC=CC=2)C=CC=CC=1.N(C(OC(C)(C)C)=O)=NC(OC(C)(C)C)=O, predict the reaction product. (6) Given the reactants [Cl:1][C:2]1[CH:10]=[CH:9][C:5]([C:6](Cl)=[O:7])=[CH:4][C:3]=1[N+:11]([O-:13])=[O:12].Br.[NH2:15][C:16]1[S:17][C:18]([Br:21])=[CH:19][N:20]=1, predict the reaction product. The product is: [Br:21][C:18]1[S:17][C:16]([NH:15][C:6](=[O:7])[C:5]2[CH:9]=[CH:10][C:2]([Cl:1])=[C:3]([N+:11]([O-:13])=[O:12])[CH:4]=2)=[N:20][CH:19]=1. (7) The product is: [CH2:1]([C:3]1[CH:11]=[C:10]([C:12]([F:13])([F:14])[F:15])[C:9]([C:8]([O:7][CH2:25][CH3:26])=[O:16])=[C:5]([CH:6]=[O:17])[CH:4]=1)[CH3:2]. Given the reactants [CH2:1]([C:3]1[CH:4]=[C:5]2[C:9](=[C:10]([C:12]([F:15])([F:14])[F:13])[CH:11]=1)[C:8](=[O:16])[O:7][CH:6]2[OH:17])[CH3:2].C(=O)([O-])[O-].[K+].[K+].I[CH2:25][CH3:26], predict the reaction product. (8) Given the reactants [Cl:1][C:2]1[CH:10]=[CH:9][C:8]([N+:11]([O-:13])=[O:12])=[CH:7][C:3]=1[C:4]([OH:6])=O.C(N1C=CN=C1)([N:16]1[CH:20]=[CH:19]N=C1)=O.C(N(CC)CC)C, predict the reaction product. The product is: [CH2:20]([NH:16][C:4](=[O:6])[C:3]1[CH:7]=[C:8]([N+:11]([O-:13])=[O:12])[CH:9]=[CH:10][C:2]=1[Cl:1])[CH3:19]. (9) Given the reactants [F:1][C:2]([F:24])([F:23])[C:3]1[CH:18]=[C:17]([C:19]([F:22])([F:21])[F:20])[CH:16]=[CH:15][C:4]=1[CH2:5][N:6]1[CH2:11][CH2:10][CH:9]([CH:12]=O)[CH2:8][C:7]1=[O:14].[CH2:25]([NH:28][C:29]1[CH2:33][S:32][C:31](=[O:34])[N:30]=1)[C:26]#[CH:27].C([O-])(=O)C.[NH2+]1CCCCC1, predict the reaction product. The product is: [F:24][C:2]([F:1])([F:23])[C:3]1[CH:18]=[C:17]([C:19]([F:22])([F:21])[F:20])[CH:16]=[CH:15][C:4]=1[CH2:5][N:6]1[CH2:11][CH2:10][CH:9](/[CH:12]=[C:33]2/[C:29]([NH:28][CH2:25][C:26]#[CH:27])=[N:30][C:31](=[O:34])[S:32]/2)[CH2:8][C:7]1=[O:14].